Dataset: Full USPTO retrosynthesis dataset with 1.9M reactions from patents (1976-2016). Task: Predict the reactants needed to synthesize the given product. Given the product [C:29]([O:28][C:27](=[O:33])[NH:26][CH:23]1[CH2:22][CH2:21][N:20]([CH2:7][C:8]([C:9]2[CH:10]=[CH:11][C:12]([Cl:44])=[CH:13][CH:14]=2)([F:16])[F:17])[CH2:25][CH2:24]1)([CH3:30])([CH3:32])[CH3:31], predict the reactants needed to synthesize it. The reactants are: FC(F)(F)S(O[CH2:7][C:8]([F:17])([F:16])[C:9]1[CH:14]=[CH:13][C:12](C)=[CH:11][CH:10]=1)(=O)=O.[NH:20]1[CH2:25][CH2:24][CH:23]([NH:26][C:27](=[O:33])[O:28][C:29]([CH3:32])([CH3:31])[CH3:30])[CH2:22][CH2:21]1.CCN(C(C)C)C(C)C.C(Cl)[Cl:44].